Dataset: Catalyst prediction with 721,799 reactions and 888 catalyst types from USPTO. Task: Predict which catalyst facilitates the given reaction. (1) Reactant: [Br:1][C:2]1[C:3]([NH:10][C:11]2[C:16]([Cl:17])=[CH:15][N:14]=[C:13]([C:18]3[CH:23]=[CH:22][CH:21]=[CH:20][C:19]=3[CH:24]([OH:27])[CH:25]=[CH2:26])[N:12]=2)=[N:4][NH:5][C:6]=1[CH:7]1[CH2:9][CH2:8]1.[C:28](Cl)(=[O:30])[CH3:29]. Product: [Br:1][C:2]1[C:3]([NH:10][C:11]2[C:16]([Cl:17])=[CH:15][N:14]=[C:13]([C:18]3[CH:23]=[CH:22][CH:21]=[CH:20][C:19]=3[CH:24]([OH:27])[CH:25]=[CH2:26])[N:12]=2)=[N:4][N:5]([C:28](=[O:30])[CH3:29])[C:6]=1[CH:7]1[CH2:9][CH2:8]1. The catalyst class is: 1. (2) Reactant: [Cl:1][C:2]1[CH:7]=[CH:6][C:5]([C:8]2[C:12]([CH3:13])=[CH:11][NH:10][C:9]=2[C:14]([O:16]CC)=[O:15])=[CH:4][CH:3]=1.[OH-].[Na+]. Product: [Cl:1][C:2]1[CH:7]=[CH:6][C:5]([C:8]2[C:12]([CH3:13])=[CH:11][NH:10][C:9]=2[C:14]([OH:16])=[O:15])=[CH:4][CH:3]=1. The catalyst class is: 36. (3) Reactant: [O:1]1[C:10]2[C:5](=[N:6][CH:7]=[CH:8][CH:9]=2)[CH:4]=[C:3]([C:11](OCC)=[O:12])[CH2:2]1.[BH4-].[Na+].[NH4+].[Cl-]. Product: [O:1]1[C:10]2[C:5](=[N:6][CH:7]=[CH:8][CH:9]=2)[CH:4]=[C:3]([CH2:11][OH:12])[CH2:2]1. The catalyst class is: 92.